This data is from Reaction yield outcomes from USPTO patents with 853,638 reactions. The task is: Predict the reaction yield, written as a fraction of the theoretical maximum amount of product (1.0 means a 100% yield; for example, 0.34 means a 34% yield). The reactants are Br[C:2]1[CH:3]=[C:4]([CH3:8])[CH:5]=C[CH:7]=1.[CH2:9]([OH:13])[CH:10]=[CH:11][CH3:12].[C:14](=O)([O-])[O-].[Na+].[Na+].C1(C)C=CC=CC=1P(C1C=CC=CC=1C)C1C=CC=CC=1C. The catalyst is [Br-].C([N+](CCCC)(CCCC)CCCC)CCC.CC(OC)(C)C.C([O-])(=O)C.[Pd+2].C([O-])(=O)C.CN(C=O)C. The product is [CH3:8][C:4]1[CH:5]=[C:12]([CH:11]([CH3:14])[CH2:10][CH:9]=[O:13])[CH:7]=[CH:2][CH:3]=1. The yield is 0.360.